The task is: Predict the product of the given reaction.. This data is from Forward reaction prediction with 1.9M reactions from USPTO patents (1976-2016). (1) Given the reactants [Cl:1][C:2]1[N:6]2[N:7]=[C:8]([O:11][C:12]3[CH:17]=[C:16]([C:18]([F:21])([F:20])[F:19])[CH:15]=[CH:14][C:13]=3[C:22]3[CH:23]=[CH:24][C:25](=[O:28])[NH:26][CH:27]=3)[CH:9]=[CH:10][C:5]2=[N:4][N:3]=1.I[CH2:30][CH3:31], predict the reaction product. The product is: [Cl:1][C:2]1[N:6]2[N:7]=[C:8]([O:11][C:12]3[CH:17]=[C:16]([C:18]([F:20])([F:21])[F:19])[CH:15]=[CH:14][C:13]=3[C:22]3[CH:27]=[N:26][C:25]([O:28][CH2:30][CH3:31])=[CH:24][CH:23]=3)[CH:9]=[CH:10][C:5]2=[N:4][N:3]=1. (2) Given the reactants [OH:1][C:2]1[CH:11]=[CH:10][CH:9]=[C:8]2[C:3]=1[CH2:4][CH2:5][C@H:6]([CH3:15])[N:7]2[C:12](=[O:14])[CH3:13].[Br:16]N1C(=O)CCC1=O, predict the reaction product. The product is: [Br:16][C:11]1[C:2]([OH:1])=[C:3]2[C:8](=[CH:9][CH:10]=1)[N:7]([C:12](=[O:14])[CH3:13])[C@@H:6]([CH3:15])[CH2:5][CH2:4]2. (3) Given the reactants [CH3:1][O:2][C:3]1[CH:47]=[C:46]([O:48][CH3:49])[CH:45]=[CH:44][C:4]=1[CH2:5][NH:6][C:7]1[C:8]2[CH:15]=[CH:14][N:13]([C@H:16]3[C@@H:20]4[O:21][C:22]([CH3:25])([CH3:24])[O:23][C@@H:19]4[C@@H:18]([CH2:26][NH:27][CH:28]4[CH2:31][CH:30]([CH2:32][CH2:33][C:34]([O:36][CH2:37][C:38]5[CH:43]=[CH:42][CH:41]=[CH:40][CH:39]=5)=[O:35])[CH2:29]4)[O:17]3)[C:9]=2[N:10]=[CH:11][N:12]=1.I[CH:51]([CH3:53])[CH3:52].C([O-])([O-])=O.[K+].[K+], predict the reaction product. The product is: [CH3:1][O:2][C:3]1[CH:47]=[C:46]([O:48][CH3:49])[CH:45]=[CH:44][C:4]=1[CH2:5][NH:6][C:7]1[C:8]2[CH:15]=[CH:14][N:13]([C@H:16]3[C@@H:20]4[O:21][C:22]([CH3:25])([CH3:24])[O:23][C@@H:19]4[C@@H:18]([CH2:26][N:27]([CH:51]([CH3:53])[CH3:52])[CH:28]4[CH2:31][CH:30]([CH2:32][CH2:33][C:34]([O:36][CH2:37][C:38]5[CH:39]=[CH:40][CH:41]=[CH:42][CH:43]=5)=[O:35])[CH2:29]4)[O:17]3)[C:9]=2[N:10]=[CH:11][N:12]=1. (4) Given the reactants [CH3:1][N:2]1[C:6](=[O:7])[N:5](/[CH:8]=[CH:9]/[C:10]([OH:12])=[O:11])[N:4]=[N:3]1.C(Cl)(=O)C(Cl)=O.O[CH2:20][CH2:21][N:22]1[C:26](=[O:27])[CH2:25][CH2:24][C:23]1=[O:28].CCN(C(C)C)C(C)C, predict the reaction product. The product is: [CH3:1][N:2]1[C:6](=[O:7])[N:5](/[CH:8]=[CH:9]/[C:10]([O:12][CH2:20][CH2:21][N:22]2[C:26](=[O:27])[CH2:25][CH2:24][C:23]2=[O:28])=[O:11])[N:4]=[N:3]1. (5) Given the reactants B(Cl)(Cl)Cl.[F:5][C:6]1[CH:11]=[CH:10][C:9]([OH:12])=[CH:8][C:7]=1[CH3:13].CS[C:16]#[N:17].[Cl-].[Al+3].[Cl-].[Cl-], predict the reaction product. The product is: [F:5][C:6]1[C:7]([CH3:13])=[CH:8][C:9]([OH:12])=[C:10]([CH:11]=1)[C:16]#[N:17]. (6) Given the reactants [Cl:1][C:2]1[S:6][C:5]([S:7]([NH:10][C:11]([CH:13]2[CH2:18][CH2:17][N:16]([C:19]3[C:24]([N+:25]([O-])=O)=[CH:23][C:22]([C:28]4[O:29][C:30]([CH2:33][CH3:34])=[CH:31][N:32]=4)=[CH:21][N:20]=3)[CH2:15][CH2:14]2)=[O:12])(=[O:9])=[O:8])=[CH:4][CH:3]=1.[NH4+].[Cl-], predict the reaction product. The product is: [NH2:25][C:24]1[C:19]([N:16]2[CH2:15][CH2:14][CH:13]([C:11]([NH:10][S:7]([C:5]3[S:6][C:2]([Cl:1])=[CH:3][CH:4]=3)(=[O:8])=[O:9])=[O:12])[CH2:18][CH2:17]2)=[N:20][CH:21]=[C:22]([C:28]2[O:29][C:30]([CH2:33][CH3:34])=[CH:31][N:32]=2)[CH:23]=1. (7) Given the reactants [F:1][C:2]1([F:35])[O:6][C:5]2[CH:7]=[CH:8][C:9]([C:11]3([C:14]([NH:16][C:17]4[N:22]=[C:21]([C:23]5[CH:24]=[N:25][C:26]([O:32][CH3:33])=[C:27]([C:29](O)=[O:30])[CH:28]=5)[C:20]([CH3:34])=[CH:19][CH:18]=4)=[O:15])[CH2:13][CH2:12]3)=[CH:10][C:4]=2[O:3]1.[CH3:36][NH:37][CH3:38].C(N(CC)CC)C.CN(C(ON1N=NC2C=CC=NC1=2)=[N+](C)C)C.F[P-](F)(F)(F)(F)F, predict the reaction product. The product is: [F:35][C:2]1([F:1])[O:6][C:5]2[CH:7]=[CH:8][C:9]([C:11]3([C:14]([NH:16][C:17]4[N:22]=[C:21]([C:23]5[CH:24]=[N:25][C:26]([O:32][CH3:33])=[C:27]([C:29]([N:37]([CH3:38])[CH3:36])=[O:30])[CH:28]=5)[C:20]([CH3:34])=[CH:19][CH:18]=4)=[O:15])[CH2:12][CH2:13]3)=[CH:10][C:4]=2[O:3]1. (8) Given the reactants Cl[C:2]1[N:7]=[C:6]([NH:8][C@@H:9]2[CH2:14][CH2:13][CH2:12][CH2:11][C@H:10]2[N:15]([CH2:20][CH3:21])[S:16]([CH3:19])(=[O:18])=[O:17])[C:5]([Cl:22])=[CH:4][N:3]=1.[CH3:23][O:24][C:25]1[C:26]([NH2:40])=[CH:27][C:28]2[CH2:34][CH2:33][N:32]([CH2:35][CH2:36][O:37][CH3:38])[CH2:31][CH2:30][C:29]=2[CH:39]=1.C12(CS(O)(=O)=O)C(C)(C)C(CC1)CC2=O.C(=O)([O-])[O-], predict the reaction product. The product is: [Cl:22][C:5]1[C:6]([NH:8][C@@H:9]2[CH2:14][CH2:13][CH2:12][CH2:11][C@H:10]2[N:15]([CH2:20][CH3:21])[S:16]([CH3:19])(=[O:18])=[O:17])=[N:7][C:2]([NH:40][C:26]2[C:25]([O:24][CH3:23])=[CH:39][C:29]3[CH2:30][CH2:31][N:32]([CH2:35][CH2:36][O:37][CH3:38])[CH2:33][CH2:34][C:28]=3[CH:27]=2)=[N:3][CH:4]=1. (9) Given the reactants Br[CH2:2][CH2:3][CH2:4][CH2:5][CH2:6][CH2:7][CH2:8][CH2:9][CH2:10][CH3:11].C([O-])([O-])=O.[Na+].[Na+].[NH2:18][CH2:19][CH2:20][NH:21][CH2:22][CH2:23][NH2:24], predict the reaction product. The product is: [CH2:2]([NH:18][CH2:19][CH2:20][NH:21][CH2:22][CH2:23][NH:24][CH2:2][CH2:3][CH2:4][CH2:5][CH2:6][CH2:7][CH2:8][CH2:9][CH2:10][CH3:11])[CH2:3][CH2:4][CH2:5][CH2:6][CH2:7][CH2:8][CH2:9][CH2:10][CH3:11].